Dataset: Catalyst prediction with 721,799 reactions and 888 catalyst types from USPTO. Task: Predict which catalyst facilitates the given reaction. (1) Reactant: C[N+]([O-:5])(C)C.ClCCl.CS(C)=O.Cl[CH2:14][C:15]1[N:16]=[C:17]([C:20]2[CH:25]=[CH:24][C:23]([O:26][CH2:27][CH2:28][CH2:29][Cl:30])=[CH:22][CH:21]=2)[O:18][CH:19]=1. Product: [Cl:30][CH2:29][CH2:28][CH2:27][O:26][C:23]1[CH:24]=[CH:25][C:20]([C:17]2[O:18][CH:19]=[C:15]([CH:14]=[O:5])[N:16]=2)=[CH:21][CH:22]=1. The catalyst class is: 6. (2) Reactant: N#N.[Li]CCCC.[O:8]1[CH:12]=[CH:11][CH:10]=[C:9]1[C:13]1([CH3:18])[O:17][CH2:16][CH2:15][O:14]1.CN([CH:22]=[O:23])C.[NH4+].[Cl-]. Product: [CH3:18][C:13]1([C:9]2[O:8][C:12]([CH:22]=[O:23])=[CH:11][CH:10]=2)[O:14][CH2:15][CH2:16][O:17]1. The catalyst class is: 323.